Dataset: NCI-60 drug combinations with 297,098 pairs across 59 cell lines. Task: Regression. Given two drug SMILES strings and cell line genomic features, predict the synergy score measuring deviation from expected non-interaction effect. (1) Drug 1: COC1=NC(=NC2=C1N=CN2C3C(C(C(O3)CO)O)O)N. Drug 2: CC1=C(C(=O)C2=C(C1=O)N3CC4C(C3(C2COC(=O)N)OC)N4)N. Cell line: SF-268. Synergy scores: CSS=16.4, Synergy_ZIP=-1.44, Synergy_Bliss=5.30, Synergy_Loewe=-7.32, Synergy_HSA=1.06. (2) Drug 1: CC1C(C(CC(O1)OC2CC(OC(C2O)C)OC3=CC4=CC5=C(C(=O)C(C(C5)C(C(=O)C(C(C)O)O)OC)OC6CC(C(C(O6)C)O)OC7CC(C(C(O7)C)O)OC8CC(C(C(O8)C)O)(C)O)C(=C4C(=C3C)O)O)O)O. Drug 2: CNC(=O)C1=NC=CC(=C1)OC2=CC=C(C=C2)NC(=O)NC3=CC(=C(C=C3)Cl)C(F)(F)F. Cell line: CCRF-CEM. Synergy scores: CSS=69.1, Synergy_ZIP=0.173, Synergy_Bliss=-0.615, Synergy_Loewe=-46.6, Synergy_HSA=-3.60.